From a dataset of Reaction yield outcomes from USPTO patents with 853,638 reactions. Predict the reaction yield, written as a fraction of the theoretical maximum amount of product (1.0 means a 100% yield; for example, 0.34 means a 34% yield). (1) The reactants are [CH2:1]([N:3]([C:11]([CH3:15])([CH3:14])[CH2:12][OH:13])[C:4](=[O:10])[O:5][C:6]([CH3:9])([CH3:8])[CH3:7])C.[CH3:16]C(OI1(OC(C)=O)(OC(C)=O)OC(=O)C2C=CC=CC1=2)=O.C(=O)([O-])O.[Na+].S([O-])([O-])(=O)=S.[Na+].[Na+]. The catalyst is C(Cl)Cl. The product is [CH3:1][N:3]([C:11]([CH2:15][CH3:16])([CH3:14])[CH:12]=[O:13])[C:4](=[O:10])[O:5][C:6]([CH3:9])([CH3:8])[CH3:7]. The yield is 0.710. (2) The reactants are [NH2:1][C:2]([CH2:9][C:10](=[O:12])[O-:11])([CH2:4][N+:5]([CH3:8])([CH3:7])[CH3:6])O.[CH2:13]([C:20]1[CH:25]=[CH:24][CH:23]=[C:22]([N:26]=[C:27]=[O:28])[CH:21]=1)[C:14]1[CH:19]=[CH:18][CH:17]=[CH:16][CH:15]=1. No catalyst specified. The product is [CH2:13]([C:20]1[CH:21]=[C:22]([NH:26][C:27](=[O:28])[NH:1][C@@H:2]([CH2:4][N+:5]([CH3:8])([CH3:7])[CH3:6])[CH2:9][C:10]([O-:11])=[O:12])[CH:23]=[CH:24][CH:25]=1)[C:14]1[CH:15]=[CH:16][CH:17]=[CH:18][CH:19]=1. The yield is 0.920.